From a dataset of NCI-60 drug combinations with 297,098 pairs across 59 cell lines. Regression. Given two drug SMILES strings and cell line genomic features, predict the synergy score measuring deviation from expected non-interaction effect. (1) Drug 1: CC12CCC3C(C1CCC2NC(=O)OCC(F)(F)F)CCC4C3(C=CC(=O)N4C)C. Drug 2: C1CC(C1)(C(=O)O)C(=O)O.[NH2-].[NH2-].[Pt+2]. Cell line: NCIH23. Synergy scores: CSS=49.4, Synergy_ZIP=-0.0155, Synergy_Bliss=-1.68, Synergy_Loewe=0.471, Synergy_HSA=1.66. (2) Drug 1: C1CC(=O)NC(=O)C1N2CC3=C(C2=O)C=CC=C3N. Drug 2: CCC1(CC2CC(C3=C(CCN(C2)C1)C4=CC=CC=C4N3)(C5=C(C=C6C(=C5)C78CCN9C7C(C=CC9)(C(C(C8N6C=O)(C(=O)OC)O)OC(=O)C)CC)OC)C(=O)OC)O.OS(=O)(=O)O. Cell line: LOX IMVI. Synergy scores: CSS=15.1, Synergy_ZIP=-7.53, Synergy_Bliss=-6.12, Synergy_Loewe=-3.07, Synergy_HSA=-3.06. (3) Drug 1: C1=CN(C=N1)CC(O)(P(=O)(O)O)P(=O)(O)O. Drug 2: CC1=C(N=C(N=C1N)C(CC(=O)N)NCC(C(=O)N)N)C(=O)NC(C(C2=CN=CN2)OC3C(C(C(C(O3)CO)O)O)OC4C(C(C(C(O4)CO)O)OC(=O)N)O)C(=O)NC(C)C(C(C)C(=O)NC(C(C)O)C(=O)NCCC5=NC(=CS5)C6=NC(=CS6)C(=O)NCCC[S+](C)C)O. Cell line: U251. Synergy scores: CSS=35.4, Synergy_ZIP=3.92, Synergy_Bliss=4.61, Synergy_Loewe=-15.4, Synergy_HSA=-0.444. (4) Drug 1: C1=CC=C(C(=C1)C(C2=CC=C(C=C2)Cl)C(Cl)Cl)Cl. Drug 2: C1=NC2=C(N=C(N=C2N1C3C(C(C(O3)CO)O)F)Cl)N. Cell line: OVCAR-8. Synergy scores: CSS=32.8, Synergy_ZIP=-0.203, Synergy_Bliss=3.05, Synergy_Loewe=-23.4, Synergy_HSA=3.18.